The task is: Predict the reactants needed to synthesize the given product.. This data is from Full USPTO retrosynthesis dataset with 1.9M reactions from patents (1976-2016). (1) The reactants are: [F:1][C:2]1[CH:7]=[CH:6][C:5]([F:8])=[CH:4][C:3]=1[C:9](=[O:20])[CH2:10][C:11]1[NH:15][C:14]2[CH2:16][CH2:17][CH2:18][CH2:19][C:13]=2[N:12]=1.C[O-].[Na+].[C:24](OC)(=[O:27])[C:25]#[CH:26]. Given the product [F:1][C:2]1[CH:7]=[CH:6][C:5]([F:8])=[CH:4][C:3]=1[C:9]([C:10]1[CH:26]=[CH:25][C:24](=[O:27])[N:15]2[C:14]3[CH2:16][CH2:17][CH2:18][CH2:19][C:13]=3[NH:12][C:11]=12)=[O:20], predict the reactants needed to synthesize it. (2) Given the product [CH3:10][N:7]1[C:8](=[O:9])[C@@H:2]([NH:1][C:26](=[O:27])[CH2:25][C:24]([NH:23][CH2:22][CH2:21][C:20]([F:19])([F:34])[C:30]([F:33])([F:31])[F:32])=[O:29])[C:3]2[CH:18]=[CH:17][CH:16]=[CH:15][C:4]=2[C:5]2[CH:14]=[CH:13][CH:12]=[CH:11][C:6]1=2, predict the reactants needed to synthesize it. The reactants are: [NH2:1][C@@H:2]1[C:8](=[O:9])[N:7]([CH3:10])[C:6]2[CH:11]=[CH:12][CH:13]=[CH:14][C:5]=2[C:4]2[CH:15]=[CH:16][CH:17]=[CH:18][C:3]1=2.[F:19][C:20]([F:34])([C:30]([F:33])([F:32])[F:31])[CH2:21][CH2:22][NH:23][C:24](=[O:29])[CH2:25][C:26](O)=[O:27].